This data is from TCR-epitope binding with 47,182 pairs between 192 epitopes and 23,139 TCRs. The task is: Binary Classification. Given a T-cell receptor sequence (or CDR3 region) and an epitope sequence, predict whether binding occurs between them. The epitope is KLPDDFTGCV. The TCR CDR3 sequence is CASSQAGDSYNEQFF. Result: 1 (the TCR binds to the epitope).